Task: Predict the reactants needed to synthesize the given product.. Dataset: Full USPTO retrosynthesis dataset with 1.9M reactions from patents (1976-2016) (1) Given the product [ClH:36].[NH2:26][C@@H:14]([CH2:15][CH2:16][CH2:17][CH2:18][NH:19][C:20](=[O:25])[C:21]([F:23])([F:24])[F:22])[C:13]([NH:12][C@@H:4]([CH2:5][C:6]1[CH:7]=[CH:8][CH:9]=[CH:10][CH:11]=1)[C:3]([NH:2][CH3:1])=[O:35])=[O:34], predict the reactants needed to synthesize it. The reactants are: [CH3:1][NH:2][C:3](=[O:35])[C@@H:4]([NH:12][C:13](=[O:34])[C@@H:14]([NH:26]C(=O)OC(C)(C)C)[CH2:15][CH2:16][CH2:17][CH2:18][NH:19][C:20](=[O:25])[C:21]([F:24])([F:23])[F:22])[CH2:5][C:6]1[CH:11]=[CH:10][CH:9]=[CH:8][CH:7]=1.[ClH:36]. (2) Given the product [Cl:32][C:13]1[C:14]([C:16]2[CH:21]=[CH:20][CH:19]=[C:18]([NH:22][CH2:23][C:24]3([C:30]#[N:31])[CH2:25][CH2:26][O:27][CH2:28][CH2:29]3)[N:17]=2)=[CH:15][C:10]([NH:9][C@H:6]2[CH2:7][CH2:8][C@H:3]([CH2:2][NH:1][C:43]([CH3:50])([CH3:49])[C:44]([O:46][CH2:47][CH3:48])=[O:45])[CH2:4][CH2:5]2)=[N:11][CH:12]=1, predict the reactants needed to synthesize it. The reactants are: [NH2:1][CH2:2][C@H:3]1[CH2:8][CH2:7][C@H:6]([NH:9][C:10]2[CH:15]=[C:14]([C:16]3[CH:21]=[CH:20][CH:19]=[C:18]([NH:22][CH2:23][C:24]4([C:30]#[N:31])[CH2:29][CH2:28][O:27][CH2:26][CH2:25]4)[N:17]=3)[C:13]([Cl:32])=[CH:12][N:11]=2)[CH2:5][CH2:4]1.CCN(C(C)C)C(C)C.Br[C:43]([CH3:50])([CH3:49])[C:44]([O:46][CH2:47][CH3:48])=[O:45]. (3) Given the product [Br-:11].[OH:22][CH2:21][CH2:20][CH2:19][CH2:18][CH2:17][CH2:16][CH2:15][CH2:14][CH2:13][CH2:12][N+:4]([CH2:8][CH2:9][CH3:10])([CH2:5][CH2:6][CH3:7])[CH2:1][CH2:2][CH3:3], predict the reactants needed to synthesize it. The reactants are: [CH2:1]([N:4]([CH2:8][CH2:9][CH3:10])[CH2:5][CH2:6][CH3:7])[CH2:2][CH3:3].[Br:11][CH2:12][CH2:13][CH2:14][CH2:15][CH2:16][CH2:17][CH2:18][CH2:19][CH2:20][CH2:21][OH:22]. (4) Given the product [ClH:13].[F:1][C:2]1[CH:7]=[C:6]([F:8])[C:5]([F:9])=[CH:4][C:3]=1[CH:10]([NH2:14])[CH3:11], predict the reactants needed to synthesize it. The reactants are: [F:1][C:2]1[CH:7]=[C:6]([F:8])[C:5]([F:9])=[CH:4][C:3]=1[C:10](=O)[CH3:11].[ClH:13].[NH2:14]OC. (5) Given the product [Br:1][C:2]1[C:6](=[CH:7][Br:8])[O:5][C:4](=[O:9])[C:3]=1[C:10](=[O:14])[CH2:11][CH2:12][CH3:13], predict the reactants needed to synthesize it. The reactants are: [Br:1][C:2]1[C:6](=[CH:7][Br:8])[O:5][C:4](=[O:9])[C:3]=1[CH:10]([OH:14])[CH2:11][CH2:12][CH3:13].CC(C)=O.OS(O)(=O)=O.O=[Cr](=O)=O.